Dataset: Reaction yield outcomes from USPTO patents with 853,638 reactions. Task: Predict the reaction yield, written as a fraction of the theoretical maximum amount of product (1.0 means a 100% yield; for example, 0.34 means a 34% yield). (1) The reactants are [OH:1][C:2]1[C:7]2[C@@:8]3([OH:45])[C@@:21]([O:25][CH3:26])([C@H:22]([OH:24])[CH2:23][C:6]=2[CH:5]=[C:4]([CH3:46])[C:3]=1[C:47]([O:49][CH3:50])=[O:48])[C:20](=[O:27])[C:19]1[C:10](=[CH:11][C:12]2[C:13](=[O:43])[C:14]([NH:30][C@@H:31]4[C@H:36]([O:37][CH3:38])[C@H:35]([OH:39])[C@@H:34]([O:40][CH3:41])[C@H:33]([CH3:42])[O:32]4)=[CH:15][C:16](=[O:29])[C:17]=2[C:18]=1[OH:28])[C:9]3=[O:44].C(=O)([O-])[O-].[K+].[K+].Br[CH2:58][C:59]([N:61]1[CH2:66][CH2:65][CH2:64][CH2:63][CH2:62]1)=[O:60]. No catalyst specified. The product is [OH:24][C@H:22]1[C@:21]2([O:25][CH3:26])[C@@:8]([OH:45])([C:9](=[O:44])[C:10]3[C:19]([C:20]2=[O:27])=[C:18]([OH:28])[C:17]2[C:16](=[O:29])[CH:15]=[C:14]([NH:30][C@@H:31]4[C@H:36]([O:37][CH3:38])[C@H:35]([OH:39])[C@@H:34]([O:40][CH3:41])[C@H:33]([CH3:42])[O:32]4)[C:13](=[O:43])[C:12]=2[CH:11]=3)[C:7]2[C:2]([O:1][CH2:58][C:59](=[O:60])[N:61]3[CH2:66][CH2:65][CH2:64][CH2:63][CH2:62]3)=[C:3]([C:47]([O:49][CH3:50])=[O:48])[C:4]([CH3:46])=[CH:5][C:6]=2[CH2:23]1. The yield is 0.750. (2) The reactants are [CH3:1][C:2]1([CH3:18])[C:14]2[CH:13]=[C:12](B(O)O)[CH:11]=[CH:10][C:9]=2[C:8]2[C:3]1=[CH:4][CH:5]=[CH:6][CH:7]=2.[Br:19][C:20]1[CH:29]=[CH:28][C:27]2[C:22](=[CH:23][C:24](Br)=[CH:25][CH:26]=2)[CH:21]=1.C1(C)C=CC=CC=1.C(=O)([O-])[O-].[Na+].[Na+]. The catalyst is C1C=CC([P]([Pd]([P](C2C=CC=CC=2)(C2C=CC=CC=2)C2C=CC=CC=2)([P](C2C=CC=CC=2)(C2C=CC=CC=2)C2C=CC=CC=2)[P](C2C=CC=CC=2)(C2C=CC=CC=2)C2C=CC=CC=2)(C2C=CC=CC=2)C2C=CC=CC=2)=CC=1.O.C(COC)OC. The product is [Br:19][C:20]1[CH:21]=[C:22]2[C:27]([CH:26]=[CH:25][C:24]([C:12]3[CH:11]=[CH:10][C:9]4[C:8]5[C:3](=[CH:4][CH:5]=[CH:6][CH:7]=5)[C:2]([CH3:1])([CH3:18])[C:14]=4[CH:13]=3)=[CH:23]2)=[CH:28][CH:29]=1. The yield is 0.480.